The task is: Predict the product of the given reaction.. This data is from Forward reaction prediction with 1.9M reactions from USPTO patents (1976-2016). (1) Given the reactants B(Br)(Br)Br.[CH3:5][S:6]([C:9]1[CH:14]=[CH:13][C:12]([C:15]2[C:16]([C:24]3[CH:29]=[CH:28][C:27]([O:30]C)=[CH:26][CH:25]=3)=[N:17][N:18]3[C:23]=2[CH:22]=[CH:21][CH:20]=[N:19]3)=[CH:11][CH:10]=1)(=[O:8])=[O:7].C(=O)([O-])[O-].[K+].[K+].Cl, predict the reaction product. The product is: [CH3:5][S:6]([C:9]1[CH:10]=[CH:11][C:12]([C:15]2[C:16]([C:24]3[CH:25]=[CH:26][C:27]([OH:30])=[CH:28][CH:29]=3)=[N:17][N:18]3[C:23]=2[CH:22]=[CH:21][CH:20]=[N:19]3)=[CH:13][CH:14]=1)(=[O:7])=[O:8]. (2) Given the reactants [CH2:1]([C:3]([CH2:8][OH:9])([CH2:6][OH:7])[CH2:4][CH3:5])[OH:2].[SH:10][C:11]([CH3:16])([CH3:15])[C:12]([OH:14])=[O:13].CC1C=CC(S(O)(=O)=O)=CC=1.O.C(=O)([O-])O.[Na+], predict the reaction product. The product is: [SH:10][C:11]([CH3:16])([CH3:15])[C:12]([OH:14])=[O:13].[SH:10][C:11]([CH3:16])([CH3:15])[C:12]([OH:14])=[O:13].[SH:10][C:11]([CH3:16])([CH3:15])[C:12]([OH:14])=[O:13].[CH2:1]([C:3]([CH2:8][OH:9])([CH2:6][OH:7])[CH2:4][CH3:5])[OH:2]. (3) Given the reactants IC1C=CC(C(N2CCN(C3C(C)=CC(C)=C(C)N=3)CC2)=O)=CC=1.COC1C=CC(CN2CC(C)NC2=O)=CC=1.COC1C=CC(C[N:48]2[CH2:52][CH:51]([CH3:53])[N:50]([C:54]3[CH:59]=[CH:58][C:57]([C:60]([N:62]4[CH2:67][CH2:66][N:65]([C:68]5[C:73]([CH3:74])=[CH:72][C:71]([CH3:75])=[C:70]([CH3:76])[N:69]=5)[CH2:64][CH2:63]4)=[O:61])=[CH:56][CH:55]=3)[C:49]2=[O:77])=CC=1, predict the reaction product. The product is: [CH3:53][CH:51]1[N:50]([C:54]2[CH:55]=[CH:56][C:57]([C:60]([N:62]3[CH2:63][CH2:64][N:65]([C:68]4[C:73]([CH3:74])=[CH:72][C:71]([CH3:75])=[C:70]([CH3:76])[N:69]=4)[CH2:66][CH2:67]3)=[O:61])=[CH:58][CH:59]=2)[C:49](=[O:77])[NH:48][CH2:52]1. (4) Given the reactants [Br:1][C:2]1[CH:3]=[N:4][C:5]([C:8]2[CH:13]=[CH:12][C:11]([CH2:14][C@H:15]([NH:19][C:20](=[O:31])[C:21]3[CH:26]=[CH:25][C:24]([C:27]([CH3:30])([CH3:29])[CH3:28])=[CH:23][CH:22]=3)[C:16]([OH:18])=O)=[CH:10][CH:9]=2)=[N:6][CH:7]=1.[NH2:32][C@@H:33]([C:35]([O:37][C:38]([CH3:41])([CH3:40])[CH3:39])=[O:36])[CH3:34].CCN(CC)CC.CN(C(ON1N=NC2C=CC=NC1=2)=[N+](C)C)C.F[P-](F)(F)(F)(F)F, predict the reaction product. The product is: [Br:1][C:2]1[CH:3]=[N:4][C:5]([C:8]2[CH:13]=[CH:12][C:11]([CH2:14][C@H:15]([NH:19][C:20](=[O:31])[C:21]3[CH:22]=[CH:23][C:24]([C:27]([CH3:28])([CH3:29])[CH3:30])=[CH:25][CH:26]=3)[C:16]([NH:32][C@@H:33]([C:35]([O:37][C:38]([CH3:41])([CH3:40])[CH3:39])=[O:36])[CH3:34])=[O:18])=[CH:10][CH:9]=2)=[N:6][CH:7]=1. (5) Given the reactants [F:1][CH:2]([F:20])[O:3][C:4]1[CH:9]=[CH:8][C:7]([CH:10]2[CH2:15][NH:14][CH2:13][CH:12]([C:16]([O:18][CH3:19])=[O:17])[CH2:11]2)=[CH:6][CH:5]=1.C(N(CC)C(C)C)(C)C.[N:30]1([C:38](OC2C=CC([N+]([O-])=O)=CC=2)=[O:39])[CH2:35][CH2:34][S:33](=[O:37])(=[O:36])[CH2:32][CH2:31]1.O, predict the reaction product. The product is: [F:20][CH:2]([F:1])[O:3][C:4]1[CH:5]=[CH:6][C:7]([CH:10]2[CH2:15][N:14]([C:38]([N:30]3[CH2:35][CH2:34][S:33](=[O:37])(=[O:36])[CH2:32][CH2:31]3)=[O:39])[CH2:13][CH:12]([C:16]([O:18][CH3:19])=[O:17])[CH2:11]2)=[CH:8][CH:9]=1.